Dataset: Reaction yield outcomes from USPTO patents with 853,638 reactions. Task: Predict the reaction yield, written as a fraction of the theoretical maximum amount of product (1.0 means a 100% yield; for example, 0.34 means a 34% yield). The product is [F:1][C:2]1[C:12]([SH:13])=[CH:11][CH:10]=[CH:9][C:3]=1[C:4]([O:6][CH2:7][CH3:8])=[O:5]. The yield is 0.620. The reactants are [F:1][C:2]1[C:12]([S:13]CC2C=CC(OC)=CC=2)=[CH:11][CH:10]=[CH:9][C:3]=1[C:4]([O:6][CH2:7][CH3:8])=[O:5]. The catalyst is C(O)(C(F)(F)F)=O.